Dataset: Forward reaction prediction with 1.9M reactions from USPTO patents (1976-2016). Task: Predict the product of the given reaction. (1) Given the reactants [Cl:1][O-].[Na+].N1CCCCC1.[OH:10][C:11]1[CH:18]=[C:17]([OH:19])[CH:16]=[CH:15][C:12]=1[CH:13]=[O:14], predict the reaction product. The product is: [Cl:1][C:16]1[C:17]([OH:19])=[CH:18][C:11]([OH:10])=[C:12]([CH:15]=1)[CH:13]=[O:14]. (2) Given the reactants [NH2:1][CH2:2][CH2:3][OH:4].[Cl:5][C:6]1[CH:35]=[CH:34][C:9](/[CH:10]=[C:11]2\[N:12]=[C:13]([C:17]3[CH:22]=[CH:21][C:20]([O:23][CH2:24][CH2:25][C:26]4[CH:31]=[CH:30][C:29]([O:32][CH3:33])=[CH:28][CH:27]=4)=[CH:19][CH:18]=3)[O:14][C:15]\2=[O:16])=[CH:8][CH:7]=1, predict the reaction product. The product is: [Cl:5][C:6]1[CH:7]=[CH:8][C:9](/[CH:10]=[C:11](\[NH:12][C:13](=[O:14])[C:17]2[CH:22]=[CH:21][C:20]([O:23][CH2:24][CH2:25][C:26]3[CH:27]=[CH:28][C:29]([O:32][CH3:33])=[CH:30][CH:31]=3)=[CH:19][CH:18]=2)/[C:15]([NH:1][CH2:2][CH2:3][OH:4])=[O:16])=[CH:34][CH:35]=1. (3) Given the reactants [CH2:1]([N:3](C(C)C)[CH:4](C)C)C.[C:10]([C:13]1[CH:14]=[C:15]([C:30]([OH:32])=O)[CH:16]=[C:17]2[C:22]=1[O:21][C:20]([N:23]1[CH2:28][CH2:27][O:26][CH2:25][CH2:24]1)=[CH:19][C:18]2=[O:29])(=[O:12])[CH3:11].Cl.CNC, predict the reaction product. The product is: [C:10]([C:13]1[CH:14]=[C:15]([C:30]([N:3]([CH3:4])[CH3:1])=[O:32])[CH:16]=[C:17]2[C:22]=1[O:21][C:20]([N:23]1[CH2:28][CH2:27][O:26][CH2:25][CH2:24]1)=[CH:19][C:18]2=[O:29])(=[O:12])[CH3:11]. (4) Given the reactants [CH3:1][NH:2][CH2:3][C:4]1[S:5][CH:6]=[CH:7][CH:8]=1.[C:9]([CH2:13][C:14](Cl)=[O:15])([CH3:12])([CH3:11])[CH3:10].C(O)C(N)(CO)CO, predict the reaction product. The product is: [CH3:10][C:9]([CH3:12])([CH3:11])[CH2:13][C:14]([N:2]([CH3:1])[CH2:3][C:4]1[S:5][CH:6]=[CH:7][CH:8]=1)=[O:15]. (5) Given the reactants [CH3:1][O:2][C:3]1[C:8]([N+:9]([O-])=O)=[CH:7][C:6]([CH3:12])=[CH:5][N:4]=1, predict the reaction product. The product is: [CH3:1][O:2][C:3]1[C:8]([NH2:9])=[CH:7][C:6]([CH3:12])=[CH:5][N:4]=1.